Task: Predict which catalyst facilitates the given reaction.. Dataset: Catalyst prediction with 721,799 reactions and 888 catalyst types from USPTO Reactant: [F:1][C:2]1[CH:7]=[CH:6][C:5]([N:8]2[CH2:17][CH2:16][C:15]3[C:10](=[CH:11][CH:12]=[C:13]([O:18][CH2:19][C:20]4[CH:25]=[CH:24][CH:23]=[CH:22][CH:21]=4)[CH:14]=3)[CH:9]2[CH2:26][C:27]2[CH:32]=[CH:31][C:30](/[CH:33]=[CH:34]/[C:35]([NH:37][CH2:38][CH2:39][OH:40])=O)=[CH:29][CH:28]=2)=[CH:4][CH:3]=1.N(C(OCC)=O)=NC(OCC)=O.C1(P(C2C=CC=CC=2)C2C=CC=CC=2)C=CC=CC=1. Product: [O:40]1[CH2:39][CH2:38][N:37]=[C:35]1/[CH:34]=[CH:33]/[C:30]1[CH:29]=[CH:28][C:27]([CH2:26][CH:9]2[C:10]3[C:15](=[CH:14][C:13]([O:18][CH2:19][C:20]4[CH:25]=[CH:24][CH:23]=[CH:22][CH:21]=4)=[CH:12][CH:11]=3)[CH2:16][CH2:17][N:8]2[C:5]2[CH:4]=[CH:3][C:2]([F:1])=[CH:7][CH:6]=2)=[CH:32][CH:31]=1. The catalyst class is: 7.